This data is from Catalyst prediction with 721,799 reactions and 888 catalyst types from USPTO. The task is: Predict which catalyst facilitates the given reaction. (1) Reactant: [CH:1]1([CH2:7][C@H:8]([CH2:12][CH:13]=[CH2:14])[CH2:9][NH:10][CH3:11])[CH2:6][CH2:5][CH2:4][CH2:3][CH2:2]1.CCN(CC)CC.[CH3:34][C:33]([O:32][C:30](O[C:30]([O:32][C:33]([CH3:36])([CH3:35])[CH3:34])=[O:31])=[O:31])([CH3:36])[CH3:35]. Product: [CH:1]1([CH2:7][C@H:8]([CH2:12][CH:13]=[CH2:14])[CH2:9][N:10]([CH3:11])[C:30](=[O:31])[O:32][C:33]([CH3:34])([CH3:35])[CH3:36])[CH2:6][CH2:5][CH2:4][CH2:3][CH2:2]1. The catalyst class is: 5. (2) Reactant: [NH2:1][CH2:2][CH2:3][CH2:4][OH:5].FC(F)(F)S(O[Si:12]([CH:19]([CH3:21])[CH3:20])([CH:16]([CH3:18])[CH3:17])[CH:13]([CH3:15])[CH3:14])(=O)=O.C(N(CC)CC)C.[C:31]([O:35][C:36](=[O:39])[CH2:37]Br)([CH3:34])([CH3:33])[CH3:32]. Product: [C:31]([O:35][C:36](=[O:39])[CH2:37][NH:1][CH2:2][CH2:3][CH2:4][O:5][Si:12]([CH:19]([CH3:21])[CH3:20])([CH:16]([CH3:18])[CH3:17])[CH:13]([CH3:15])[CH3:14])([CH3:34])([CH3:33])[CH3:32]. The catalyst class is: 4. (3) Reactant: FC(F)(F)C(O)=O.C(OC1C=CC(C[O:21][CH2:22][C:23]2([CH3:34])[O:27][C:26]3=[N:28][C:29]([N+:31]([O-:33])=[O:32])=[CH:30][N:25]3[CH2:24]2)=CC=1)C1C=CC=CC=1.C1(OC)C=CC=CC=1. Product: [CH3:34][C:23]1([CH2:22][OH:21])[O:27][C:26]2=[N:28][C:29]([N+:31]([O-:33])=[O:32])=[CH:30][N:25]2[CH2:24]1. The catalyst class is: 2.